From a dataset of NCI-60 drug combinations with 297,098 pairs across 59 cell lines. Regression. Given two drug SMILES strings and cell line genomic features, predict the synergy score measuring deviation from expected non-interaction effect. (1) Drug 1: C#CCC(CC1=CN=C2C(=N1)C(=NC(=N2)N)N)C3=CC=C(C=C3)C(=O)NC(CCC(=O)O)C(=O)O. Drug 2: CN(CC1=CN=C2C(=N1)C(=NC(=N2)N)N)C3=CC=C(C=C3)C(=O)NC(CCC(=O)O)C(=O)O. Cell line: NCI/ADR-RES. Synergy scores: CSS=19.6, Synergy_ZIP=3.74, Synergy_Bliss=5.85, Synergy_Loewe=2.84, Synergy_HSA=4.39. (2) Drug 1: C1=C(C(=O)NC(=O)N1)F. Drug 2: C1=NNC2=C1C(=O)NC=N2. Synergy scores: CSS=33.4, Synergy_ZIP=-5.10, Synergy_Bliss=-12.1, Synergy_Loewe=-31.3, Synergy_HSA=-14.7. Cell line: SK-MEL-5. (3) Drug 1: CCN(CC)CCCC(C)NC1=C2C=C(C=CC2=NC3=C1C=CC(=C3)Cl)OC. Drug 2: C1C(C(OC1N2C=NC3=C2NC=NCC3O)CO)O. Cell line: U251. Synergy scores: CSS=-2.33, Synergy_ZIP=-1.12, Synergy_Bliss=-0.560, Synergy_Loewe=-11.7, Synergy_HSA=-6.36. (4) Drug 1: C1CCC(C1)C(CC#N)N2C=C(C=N2)C3=C4C=CNC4=NC=N3. Drug 2: C1=CN(C(=O)N=C1N)C2C(C(C(O2)CO)O)O.Cl. Cell line: NCI-H226. Synergy scores: CSS=8.73, Synergy_ZIP=-1.86, Synergy_Bliss=1.96, Synergy_Loewe=1.87, Synergy_HSA=3.38.